The task is: Predict the reaction yield, written as a fraction of the theoretical maximum amount of product (1.0 means a 100% yield; for example, 0.34 means a 34% yield).. This data is from Reaction yield outcomes from USPTO patents with 853,638 reactions. (1) The reactants are [C:1]([C:5]1[N:6]=[C:7]([NH:10][C:11]([C:13]2[CH:36]=[CH:35][N:16]3[C:17](=[O:34])[C:18]([CH:32]=O)=[C:19]([N:21]4[CH2:26][CH2:25][CH2:24][CH:23]([C:27]([N:29]([CH3:31])[CH3:30])=[O:28])[CH2:22]4)[N:20]=[C:15]3[CH:14]=2)=[O:12])[S:8][CH:9]=1)([CH3:4])([CH3:3])[CH3:2].[Cl-].[Li+].FC(F)(F)COP([CH2:51][C:52]([O:54][CH3:55])=[O:53])(=O)OCC(F)(F)F.N12CCCN=C1CCCCC2. The catalyst is O1CCCC1. The product is [C:1]([C:5]1[N:6]=[C:7]([NH:10][C:11]([C:13]2[CH:36]=[CH:35][N:16]3[C:17](=[O:34])[C:18](/[CH:32]=[CH:51]/[C:52]([O:54][CH3:55])=[O:53])=[C:19]([N:21]4[CH2:26][CH2:25][CH2:24][CH:23]([C:27]([N:29]([CH3:30])[CH3:31])=[O:28])[CH2:22]4)[N:20]=[C:15]3[CH:14]=2)=[O:12])[S:8][CH:9]=1)([CH3:4])([CH3:2])[CH3:3]. The yield is 0.682. (2) The reactants are Br[C:2]1[CH:7]=[CH:6][C:5]([CH:8]([N:15]([CH3:29])[C:16](=[O:28])[CH2:17][N:18]([C:20]2[CH:25]=[CH:24][C:23]([Cl:26])=[C:22]([Cl:27])[CH:21]=2)[CH3:19])[CH2:9][N:10]2[CH2:14][CH2:13][CH2:12][CH2:11]2)=[CH:4][CH:3]=1.[NH2:30][C:31]([C:33]1[CH:38]=[CH:37][CH:36]=[CH:35][C:34]=1B(O)O)=[O:32].C([O-])([O-])=O.[Na+].[Na+].C(OCC)(=O)C. The catalyst is CN(C=O)C.O.[Cl-].[Na+].O.C1C=CC(P(C2C=CC=CC=2)[C-]2C=CC=C2)=CC=1.C1C=CC(P(C2C=CC=CC=2)[C-]2C=CC=C2)=CC=1.Cl[Pd]Cl.[Fe+2]. The product is [Cl:27][C:22]1[CH:21]=[C:20]([N:18]([CH3:19])[CH2:17][C:16]([N:15]([CH3:29])[CH:8]([C:5]2[CH:6]=[CH:7][C:2]([C:34]3[C:33]([C:31]([NH2:30])=[O:32])=[CH:38][CH:37]=[CH:36][CH:35]=3)=[CH:3][CH:4]=2)[CH2:9][N:10]2[CH2:14][CH2:13][CH2:12][CH2:11]2)=[O:28])[CH:25]=[CH:24][C:23]=1[Cl:26]. The yield is 0.470. (3) The reactants are COC1C=C(OC)C=CC=1C[N:6]([C:40]1[CH:45]=[CH:44][N:43]=[CH:42][N:41]=1)[S:7]([C:10]1[C:37]([F:38])=[CH:36][C:13]([O:14][C@H:15]2[CH2:20][CH2:19][CH2:18][CH2:17][C@@H:16]2[C:21]2[C:22]([NH:32][C:33](=[O:35])[CH3:34])=[N:23][N:24](C3CCCCO3)[CH:25]=2)=[C:12]([CH3:39])[CH:11]=1)(=[O:9])=[O:8].C([SiH](CC)CC)C.FC(F)(F)C(O)=O.ClCCl. The catalyst is CO. The product is [F:38][C:37]1[C:10]([S:7](=[O:9])(=[O:8])[NH:6][C:40]2[CH:45]=[CH:44][N:43]=[CH:42][N:41]=2)=[CH:11][C:12]([CH3:39])=[C:13]([CH:36]=1)[O:14][C@H:15]1[CH2:20][CH2:19][CH2:18][CH2:17][C@@H:16]1[C:21]1[C:22]([NH:32][C:33](=[O:35])[CH3:34])=[N:23][NH:24][CH:25]=1. The yield is 0.630. (4) The reactants are [CH2:1]([N:8]1[C:12]([NH2:13])=[CH:11][CH:10]=[N:9]1)[C:2]1[CH:7]=[CH:6][CH:5]=[CH:4][CH:3]=1.[Si:14]([O:21][CH:22]1[CH2:27][CH2:26][C:25](=O)[CH2:24][CH2:23]1)([C:17]([CH3:20])([CH3:19])[CH3:18])([CH3:16])[CH3:15].C(O[BH-](OC(=O)C)OC(=O)C)(=O)C.[Na+]. The catalyst is C(O)(=O)C. The product is [CH2:1]([N:8]1[C:12]([NH:13][CH:25]2[CH2:26][CH2:27][CH:22]([O:21][Si:14]([C:17]([CH3:20])([CH3:19])[CH3:18])([CH3:15])[CH3:16])[CH2:23][CH2:24]2)=[CH:11][CH:10]=[N:9]1)[C:2]1[CH:3]=[CH:4][CH:5]=[CH:6][CH:7]=1. The yield is 0.0900.